Dataset: Full USPTO retrosynthesis dataset with 1.9M reactions from patents (1976-2016). Task: Predict the reactants needed to synthesize the given product. Given the product [OH:1][C:2]1[C:3]([C:17](=[N:32][NH:31][C:29](=[O:30])[C:28]2[CH:33]=[CH:34][C:25]([C:24]3[NH:23][N:22]=[N:21][N:20]=3)=[CH:26][CH:27]=2)[CH3:18])=[CH:4][S:5][C:6]=1[C:7]1[CH:16]=[CH:15][C:14]2[CH2:13][CH2:12][CH2:11][CH2:10][C:9]=2[CH:8]=1, predict the reactants needed to synthesize it. The reactants are: [OH:1][C:2]1[C:3]([C:17](=O)[CH3:18])=[CH:4][S:5][C:6]=1[C:7]1[CH:16]=[CH:15][C:14]2[CH2:13][CH2:12][CH2:11][CH2:10][C:9]=2[CH:8]=1.[NH:20]1[C:24]([C:25]2[CH:34]=[CH:33][C:28]([C:29]([NH:31][NH2:32])=[O:30])=[CH:27][CH:26]=2)=[N:23][N:22]=[N:21]1.Cl.O.